This data is from Reaction yield outcomes from USPTO patents with 853,638 reactions. The task is: Predict the reaction yield, written as a fraction of the theoretical maximum amount of product (1.0 means a 100% yield; for example, 0.34 means a 34% yield). (1) The reactants are O=[C:2]1[NH:6][C@H:5]([C:7]([O:9][C:10]([CH3:13])([CH3:12])[CH3:11])=[O:8])[CH2:4][CH2:3]1.COC1C=CC(P2(SP(C3C=CC(OC)=CC=3)(=S)S2)=[S:23])=CC=1. The catalyst is C1C=CC=CC=1. The product is [S:23]=[C:2]1[NH:6][C@H:5]([C:7]([O:9][C:10]([CH3:13])([CH3:12])[CH3:11])=[O:8])[CH2:4][CH2:3]1. The yield is 0.950. (2) The catalyst is C(O)(=O)C. The reactants are [Si]([O:8][CH2:9][CH2:10][N:11]1[CH2:15][CH2:14][N:13]([C:16]2[S:20][C:19]([C:21]([O:23][CH2:24][CH3:25])=[O:22])=[C:18]([CH3:26])[CH:17]=2)[C:12]1=[O:27])(C(C)(C)C)(C)C. The yield is 0.780. The product is [OH:8][CH2:9][CH2:10][N:11]1[CH2:15][CH2:14][N:13]([C:16]2[S:20][C:19]([C:21]([O:23][CH2:24][CH3:25])=[O:22])=[C:18]([CH3:26])[CH:17]=2)[C:12]1=[O:27]. (3) The reactants are [N:1]([CH2:4][CH2:5][CH2:6][C:7]1[CH:13]=[CH:12][C:10]([NH2:11])=[CH:9][CH:8]=1)=[N+:2]=[N-:3].[C:14]1([C:23]2[CH:28]=[CH:27][CH:26]=[CH:25][CH:24]=2)[C:15]([C:20](O)=[O:21])=[CH:16][CH:17]=[CH:18][CH:19]=1. No catalyst specified. The product is [N:1]([CH2:4][CH2:5][CH2:6][C:7]1[CH:13]=[CH:12][C:10]([NH:11][C:20]([C:15]2[C:14]([C:23]3[CH:28]=[CH:27][CH:26]=[CH:25][CH:24]=3)=[CH:19][CH:18]=[CH:17][CH:16]=2)=[O:21])=[CH:9][CH:8]=1)=[N+:2]=[N-:3]. The yield is 0.900.